This data is from Catalyst prediction with 721,799 reactions and 888 catalyst types from USPTO. The task is: Predict which catalyst facilitates the given reaction. (1) Reactant: [Cl:1][C:2]1[C:10](B2OC(C)(C)C(C)(C)O2)=[C:9]2[C:5]([C:6]([CH2:25][CH2:26][CH2:27][O:28][C:29]3[CH:34]=[C:33]([CH3:35])[C:32]([Cl:36])=[C:31]([CH3:37])[CH:30]=3)=[C:7]([C:20]([O:22][CH2:23][CH3:24])=[O:21])[NH:8]2)=[CH:4][CH:3]=1.[OH-:38].[Na+].OO. Product: [Cl:1][C:2]1[C:10]([OH:38])=[C:9]2[C:5]([C:6]([CH2:25][CH2:26][CH2:27][O:28][C:29]3[CH:34]=[C:33]([CH3:35])[C:32]([Cl:36])=[C:31]([CH3:37])[CH:30]=3)=[C:7]([C:20]([O:22][CH2:23][CH3:24])=[O:21])[NH:8]2)=[CH:4][CH:3]=1. The catalyst class is: 1. (2) Reactant: [C:1]([O:5][C:6]([N:8]1[C:11](=[O:12])[CH2:10][C@@H:9]1[CH2:13][O:14][C:15]1[CH:20]=[CH:19][C:18]([C:21]([CH2:39][CH3:40])([C:24]2[CH:29]=[CH:28][C:27]([CH2:30][CH2:31][CH:32]([OH:37])[C:33]([CH3:36])([CH3:35])[CH3:34])=[C:26]([CH3:38])[CH:25]=2)[CH2:22][CH3:23])=[CH:17][C:16]=1[CH3:41])=[O:7])([CH3:4])([CH3:3])[CH3:2].[H-].[H-].[H-].[H-].[Li+].[Al+3]. Product: [C:1]([O:5][C:6](=[O:7])[NH:8][C@@H:9]([CH2:13][O:14][C:15]1[CH:20]=[CH:19][C:18]([C:21]([CH2:39][CH3:40])([C:24]2[CH:29]=[CH:28][C:27]([CH2:30][CH2:31][CH:32]([OH:37])[C:33]([CH3:35])([CH3:34])[CH3:36])=[C:26]([CH3:38])[CH:25]=2)[CH2:22][CH3:23])=[CH:17][C:16]=1[CH3:41])[CH2:10][CH2:11][OH:12])([CH3:3])([CH3:4])[CH3:2]. The catalyst class is: 1. (3) Reactant: [C:1]([O:5][C:6](=[O:64])[CH:7]([NH:13][C:14](=[O:63])[CH2:15][CH2:16][CH:17]([C:56]([O:58][C:59]([CH3:62])([CH3:61])[CH3:60])=[O:57])[NH:18][C:19]([CH:21]1[CH2:26][CH2:25][CH:24]([CH2:27][NH:28][C:29](=[O:55])[CH2:30][CH2:31][CH2:32][CH2:33][CH2:34][CH2:35][CH2:36][CH2:37][CH2:38][CH2:39][CH2:40][CH2:41][CH2:42][CH2:43][CH2:44][CH2:45][CH2:46][CH2:47][C:48]([O:50][C:51]([CH3:54])([CH3:53])[CH3:52])=[O:49])[CH2:23][CH2:22]1)=[O:20])[CH2:8][CH2:9][C:10]([OH:12])=[O:11])([CH3:4])([CH3:3])[CH3:2].[B-](F)(F)(F)F.CN(C(O[N:78]1[C:83](=[O:84])[CH2:82][CH2:81][C:79]1=[O:80])=[N+](C)C)C.CCN(C(C)C)C(C)C. Product: [O:80]=[C:79]1[CH2:81][CH2:82][C:83](=[O:84])[N:78]1[O:11][C:10](=[O:12])[CH2:9][CH2:8][CH:7]([NH:13][C:14](=[O:63])[CH2:15][CH2:16][CH:17]([C:56]([O:58][C:59]([CH3:62])([CH3:61])[CH3:60])=[O:57])[NH:18][C:19]([CH:21]1[CH2:26][CH2:25][CH:24]([CH2:27][NH:28][C:29](=[O:55])[CH2:30][CH2:31][CH2:32][CH2:33][CH2:34][CH2:35][CH2:36][CH2:37][CH2:38][CH2:39][CH2:40][CH2:41][CH2:42][CH2:43][CH2:44][CH2:45][CH2:46][CH2:47][C:48]([O:50][C:51]([CH3:52])([CH3:53])[CH3:54])=[O:49])[CH2:23][CH2:22]1)=[O:20])[C:6]([O:5][C:1]([CH3:2])([CH3:3])[CH3:4])=[O:64]. The catalyst class is: 1. (4) Product: [Cl:40][C:25]1[N:11]2[CH:12]=[C:13]([C:20]3[O:21][CH:22]=[CH:23][CH:24]=3)[CH:14]=[C:15]([C:16]([F:18])([F:17])[F:19])[C:10]2=[N:9][C:8]=1[NH:7][S:36]([CH2:35][C:29]1[CH:30]=[CH:31][CH:32]=[CH:33][CH:34]=1)(=[O:38])=[O:37]. Reactant: C(OC(=O)[NH:7][C:8]1[N:9]=[C:10]2[C:15]([C:16]([F:19])([F:18])[F:17])=[CH:14][C:13]([C:20]3[O:21][CH:22]=[CH:23][CH:24]=3)=[CH:12][N:11]2[CH:25]=1)(C)(C)C.[H-].[Na+].[C:29]1([CH2:35][S:36](Cl)(=[O:38])=[O:37])[CH:34]=[CH:33][CH:32]=[CH:31][CH:30]=1.[ClH:40]. The catalyst class is: 36. (5) Product: [C:10]([O:14][C:15]([N:17]1[CH2:18][CH:19]2[O:25][CH:23]([CH2:22][N:21]([C:2]3[CH:3]=[N:4][C:5]([Cl:9])=[C:6]([Cl:8])[CH:7]=3)[CH2:20]2)[CH2:24]1)=[O:16])([CH3:13])([CH3:11])[CH3:12]. The catalyst class is: 101. Reactant: Br[C:2]1[CH:3]=[N:4][C:5]([Cl:9])=[C:6]([Cl:8])[CH:7]=1.[C:10]([O:14][C:15]([N:17]1[CH2:24][CH:23]2[O:25][CH:19]([CH2:20][NH:21][CH2:22]2)[CH2:18]1)=[O:16])([CH3:13])([CH3:12])[CH3:11].C1(P(C2C=CC=CC=2)C2C=CC3C(=CC=CC=3)C=2C2C3C(=CC=CC=3)C=CC=2P(C2C=CC=CC=2)C2C=CC=CC=2)C=CC=CC=1.CC(C)([O-])C.[Na+]. (6) Reactant: [Cl:1][C:2]1[CH:3]=[C:4]([CH:9]=[CH:10][CH:11]=1)[C:5]([NH:7][OH:8])=[NH:6].[C:12]1(=O)[O:17][C:15](=[O:16])[CH2:14][CH2:13]1. Product: [Cl:1][C:2]1[CH:3]=[C:4]([C:5]2[N:6]=[C:12]([CH2:13][CH2:14][C:15]([OH:17])=[O:16])[O:8][N:7]=2)[CH:9]=[CH:10][CH:11]=1. The catalyst class is: 39.